From a dataset of Catalyst prediction with 721,799 reactions and 888 catalyst types from USPTO. Predict which catalyst facilitates the given reaction. Reactant: Cl.[C:2]1([N:8]2[C:13](=[O:14])[C:12]3[CH2:15][NH:16][CH2:17][CH2:18][C:11]=3[N:10]=[C:9]2[S:19][CH2:20][C:21]2[CH:26]=[CH:25][CH:24]=[CH:23][CH:22]=2)[CH:7]=[CH:6][CH:5]=[CH:4][CH:3]=1.Cl[C:28]1[NH:29][C:30]2[CH:36]=[C:35]([F:37])[C:34]([F:38])=[CH:33][C:31]=2[N:32]=1.C(N(C(C)C)CC)(C)C. Product: [F:37][C:35]1[C:34]([F:38])=[CH:33][C:31]2[NH:32][C:28]([N:16]3[CH2:17][CH2:18][C:11]4[N:10]=[C:9]([S:19][CH2:20][C:21]5[CH:22]=[CH:23][CH:24]=[CH:25][CH:26]=5)[N:8]([C:2]5[CH:7]=[CH:6][CH:5]=[CH:4][CH:3]=5)[C:13](=[O:14])[C:12]=4[CH2:15]3)=[N:29][C:30]=2[CH:36]=1. The catalyst class is: 10.